Dataset: Catalyst prediction with 721,799 reactions and 888 catalyst types from USPTO. Task: Predict which catalyst facilitates the given reaction. (1) Reactant: [CH2:1]([C@@H:8]1[CH2:12][O:11][C:10](=[O:13])[N:9]1[C:14](=[O:19])[CH2:15][CH:16]1[CH2:18][CH2:17]1)[C:2]1[CH:7]=[CH:6][CH:5]=[CH:4][CH:3]=1.CCN(C(C)C)C(C)C.[CH:29]([C@H:31]1[CH2:35][O:34][C:33]([CH3:37])([CH3:36])[N:32]1[C:38]([O:40][C:41]([CH3:44])([CH3:43])[CH3:42])=[O:39])=[O:30]. Product: [CH2:1]([C@@H:8]1[CH2:12][O:11][C:10](=[O:13])[N:9]1[C:14](=[O:19])[C@H:15]([CH:16]1[CH2:17][CH2:18]1)[C@H:29]([C@H:31]1[CH2:35][O:34][C:33]([CH3:37])([CH3:36])[N:32]1[C:38]([O:40][C:41]([CH3:44])([CH3:43])[CH3:42])=[O:39])[OH:30])[C:2]1[CH:3]=[CH:4][CH:5]=[CH:6][CH:7]=1. The catalyst class is: 642. (2) Reactant: [Br:1][C:2]1[C:3]([F:12])=[C:4]2[C:10]([NH2:11])=[CH:9][NH:8][C:5]2=[N:6][CH:7]=1.[F:13][C:14]1[CH:15]=[C:16]([CH:20]=[CH:21][C:22]=1[O:23][CH3:24])[C:17](O)=[O:18].C1N(P(Cl)(N2C(=O)OCC2)=O)C(=O)OC1.C(N(CC)CC)C. Product: [Br:1][C:2]1[C:3]([F:12])=[C:4]2[C:10]([NH:11][C:17](=[O:18])[C:16]3[CH:20]=[CH:21][C:22]([O:23][CH3:24])=[C:14]([F:13])[CH:15]=3)=[CH:9][NH:8][C:5]2=[N:6][CH:7]=1. The catalyst class is: 2. (3) Reactant: C[O:2][C:3](=[O:16])[C:4]([C@H:7]1[CH2:12][CH2:11][C@@H:10]([N:13]([CH3:15])[CH3:14])[CH2:9][CH2:8]1)([CH3:6])[CH3:5].[OH-].[Na+]. Product: [CH3:15][N:13]([CH3:14])[C@@H:10]1[CH2:9][CH2:8][C@H:7]([C:4]([CH3:5])([CH3:6])[C:3]([OH:16])=[O:2])[CH2:12][CH2:11]1. The catalyst class is: 5. (4) Reactant: Br[CH2:2][C:3]1[C:29]([O:30][CH3:31])=[CH:28][C:6]2[CH:7]([C:22]3[CH:27]=[CH:26][CH:25]=[CH:24][CH:23]=3)[NH:8][C:9]([CH2:18][CH2:19][CH2:20][CH3:21])([CH2:14][CH2:15][CH2:16][CH3:17])[CH2:10][S:11](=[O:13])(=[O:12])[C:5]=2[CH:4]=1.[P:32]([O:39]CC)([O:36][CH2:37][CH3:38])[O:33][CH2:34][CH3:35].CCOC(C)=O. Product: [CH2:18]([C:9]1([CH2:14][CH2:15][CH2:16][CH3:17])[NH:8][CH:7]([C:22]2[CH:27]=[CH:26][CH:25]=[CH:24][CH:23]=2)[C:6]2[CH:28]=[C:29]([O:30][CH3:31])[C:3]([CH2:2][P:32](=[O:39])([O:36][CH2:37][CH3:38])[O:33][CH2:34][CH3:35])=[CH:4][C:5]=2[S:11](=[O:12])(=[O:13])[CH2:10]1)[CH2:19][CH2:20][CH3:21]. The catalyst class is: 11. (5) Reactant: Br[C:2]1[CH:3]=[C:4]([C:8]([O:10][CH3:11])=[O:9])[O:5][C:6]=1[CH3:7].[F:12][C:13]([F:24])([F:23])[C:14]1[CH:15]=[C:16](B(O)O)[CH:17]=[CH:18][CH:19]=1.C(=O)([O-])[O-].[Cs+].[Cs+]. Product: [CH3:7][C:6]1[O:5][C:4]([C:8]([O:10][CH3:11])=[O:9])=[CH:3][C:2]=1[C:18]1[CH:17]=[CH:16][CH:15]=[C:14]([C:13]([F:24])([F:23])[F:12])[CH:19]=1. The catalyst class is: 140. (6) Reactant: CC([CH:5]1[CH2:10][N:9]([CH2:11][CH2:12][S:13]([CH3:16])(=[O:15])=[O:14])[CH2:8][CH2:7][N:6]1C([O-])=O)(C)C.[ClH:20].CO. Product: [ClH:20].[CH3:16][S:13]([CH2:12][CH2:11][N:9]1[CH2:8][CH2:7][NH:6][CH2:5][CH2:10]1)(=[O:14])=[O:15].[ClH:20]. The catalyst class is: 5.